Dataset: Forward reaction prediction with 1.9M reactions from USPTO patents (1976-2016). Task: Predict the product of the given reaction. (1) Given the reactants [CH3:1][O:2][C:3]1[CH:8]=[CH:7][CH:6]=[CH:5][C:4]=1C1N=CN=C(NC2C=C(CS(N)(=O)=O)C=CC=2)N=1.Cl[C:28]1[N:33]=[CH:32][N:31]=[C:30]([NH:34][C:35]2[CH:36]=[C:37]([CH:41]=[CH:42][CH:43]=2)[C:38]([NH2:40])=[O:39])[N:29]=1.COC1C=CC=CC=1B(O)O, predict the reaction product. The product is: [CH3:1][O:2][C:3]1[CH:8]=[CH:7][CH:6]=[CH:5][C:4]=1[C:28]1[N:33]=[CH:32][N:31]=[C:30]([NH:34][C:35]2[CH:36]=[C:37]([CH:41]=[CH:42][CH:43]=2)[C:38]([NH2:40])=[O:39])[N:29]=1. (2) The product is: [Cl:29][C:28]1[C:23]([O:22][C:8]2[CH:9]=[C:10]([O:13][CH2:14][CH:15]([OH:21])[CH2:16][O:17][CH:18]([CH3:19])[CH3:20])[CH:11]=[CH:12][C:7]=2/[CH:6]=[CH:5]/[C:4]([OH:34])=[O:3])=[N:24][CH:25]=[C:26]([C:30]([F:31])([F:33])[F:32])[CH:27]=1. Given the reactants C([O:3][C:4](=[O:34])/[CH:5]=[CH:6]/[C:7]1[CH:12]=[CH:11][C:10]([O:13][CH2:14][CH:15]([OH:21])[CH2:16][O:17][CH:18]([CH3:20])[CH3:19])=[CH:9][C:8]=1[O:22][C:23]1[C:28]([Cl:29])=[CH:27][C:26]([C:30]([F:33])([F:32])[F:31])=[CH:25][N:24]=1)C.O1CCCC1.[OH-].[Na+].Cl, predict the reaction product. (3) Given the reactants Cl[C:2]1[N:7]=[C:6]([O:8][C@@H:9]([C@H:11]2[CH2:15][NH:14][C:13](=[O:16])[CH2:12]2)[CH3:10])[C:5]2[N:17]([CH3:20])[CH:18]=[N:19][C:4]=2[CH:3]=1.[CH3:21][N:22]1[C:30]2[C:25](=[CH:26][CH:27]=[C:28](B(O)O)[CH:29]=2)[CH:24]=[N:23]1, predict the reaction product. The product is: [CH3:20][N:17]1[C:5]2[C:6]([O:8][C@@H:9]([C@H:11]3[CH2:15][NH:14][C:13](=[O:16])[CH2:12]3)[CH3:10])=[N:7][C:2]([C:28]3[CH:29]=[C:30]4[C:25]([CH:24]=[N:23][N:22]4[CH3:21])=[CH:26][CH:27]=3)=[CH:3][C:4]=2[N:19]=[CH:18]1. (4) Given the reactants [NH2:1][C:2]1[CH:14]=[C:13]2[C:5]([C:6]3[CH:7]=[C:8](Br)[CH:9]=[C:10]([C:15]([NH2:17])=[O:16])[C:11]=3[NH:12]2)=[CH:4][CH:3]=1.[Cl:19][C:20]1[CH:21]=[C:22](B(O)O)[CH:23]=[CH:24][C:25]=1[OH:26].C([O-])([O-])=O.[Na+].[Na+], predict the reaction product. The product is: [NH2:1][C:2]1[CH:14]=[C:13]2[C:5]([C:6]3[CH:7]=[C:8]([C:22]4[CH:23]=[CH:24][C:25]([OH:26])=[C:20]([Cl:19])[CH:21]=4)[CH:9]=[C:10]([C:15]([NH2:17])=[O:16])[C:11]=3[NH:12]2)=[CH:4][CH:3]=1. (5) Given the reactants [CH2:1]([O:3][C:4]([N:6]1[CH2:13][CH:12]2[CH:8]([CH2:9][C:10]3[CH:16]=[C:15]([CH3:17])[S:14][C:11]=32)[CH2:7]1)=[O:5])[CH3:2].C1(C=CC(O)=CC=1)O.C1C(=O)N([Br:33])C(=O)C1.C([O-])(O)=O.[Na+], predict the reaction product. The product is: [CH2:1]([O:3][C:4]([N:6]1[CH2:13][CH:12]2[CH:8]([CH2:9][C:10]3[C:16]([Br:33])=[C:15]([CH3:17])[S:14][C:11]=32)[CH2:7]1)=[O:5])[CH3:2]. (6) Given the reactants [C:1]([N:8]1[CH2:13][CH2:12][NH:11][CH2:10][CH2:9]1)(OC(C)(C)C)=O.C(N(CC)CC)C.[Cl:21][C:22]1[CH:31]=[CH:30][C:25]([CH:26]=[CH:27]CCl)=[CH:24][CH:23]=1.FC(F)(F)C(O)=O, predict the reaction product. The product is: [Cl:21][C:22]1[CH:31]=[CH:30][C:25](/[CH:26]=[CH:27]/[CH2:1][N:8]2[CH2:9][CH2:10][NH:11][CH2:12][CH2:13]2)=[CH:24][CH:23]=1. (7) Given the reactants [Cl:1][C:2]1[CH:26]=[CH:25][C:5]([CH2:6][N:7]2[C:15]3[C:10](=[C:11]([NH:17][C:18](=[O:24])[O:19][C:20]([CH3:23])([CH3:22])[CH3:21])[CH:12]=[C:13]([F:16])[CH:14]=3)[CH:9]=[CH:8]2)=[CH:4][CH:3]=1.[Li]CCCC.[C:32](=[O:34])=[O:33], predict the reaction product. The product is: [C:20]([O:19][C:18]([NH:17][C:11]1[CH:12]=[C:13]([F:16])[CH:14]=[C:15]2[C:10]=1[CH:9]=[CH:8][N:7]2[CH:6]([C:5]1[CH:25]=[CH:26][C:2]([Cl:1])=[CH:3][CH:4]=1)[C:32]([OH:34])=[O:33])=[O:24])([CH3:22])([CH3:23])[CH3:21].